From a dataset of Catalyst prediction with 721,799 reactions and 888 catalyst types from USPTO. Predict which catalyst facilitates the given reaction. (1) Reactant: COC([N:5]1[C:11]2[CH:12]=[CH:13][CH:14]=[CH:15][C:10]=2[C:9]([O:16][CH3:17])=[CH:8][C:7]2[CH:18]=[CH:19][CH:20]=[CH:21][C:6]1=2)=O.[OH-].[Na+]. Product: [CH3:17][O:16][C:9]1[C:10]2[CH:15]=[CH:14][CH:13]=[CH:12][C:11]=2[NH:5][C:6]2[CH:21]=[CH:20][CH:19]=[CH:18][C:7]=2[CH:8]=1. The catalyst class is: 6. (2) Reactant: [CH3:1][C:2]1[C:7]([CH:8]([CH2:13][CH2:14][CH3:15])[C:9]([O:11]C)=[O:10])=[C:6]([C:16]2[CH:21]=[CH:20][C:19]([CH3:22])=[CH:18][CH:17]=2)[N:5]=[C:4]([N:23]2[CH2:28][CH2:27][N:26]([CH3:29])[CH2:25][CH2:24]2)[N:3]=1.[OH-].[Na+]. Product: [CH3:1][C:2]1[C:7]([CH:8]([CH2:13][CH2:14][CH3:15])[C:9]([OH:11])=[O:10])=[C:6]([C:16]2[CH:21]=[CH:20][C:19]([CH3:22])=[CH:18][CH:17]=2)[N:5]=[C:4]([N:23]2[CH2:28][CH2:27][N:26]([CH3:29])[CH2:25][CH2:24]2)[N:3]=1. The catalyst class is: 5.